From a dataset of Reaction yield outcomes from USPTO patents with 853,638 reactions. Predict the reaction yield, written as a fraction of the theoretical maximum amount of product (1.0 means a 100% yield; for example, 0.34 means a 34% yield). (1) The reactants are Cl[C:2]1[CH:7]=[C:6]([C:8]2[CH:13]=[CH:12][CH:11]=[C:10]([Cl:14])[CH:9]=2)[N:5]=[C:4]2[CH2:15][CH2:16][CH2:17][C:3]=12.[NH2:18][C:19](=[O:35])[CH:20]([CH2:27][C:28]1[CH:33]=[CH:32][C:31]([NH2:34])=[CH:30][CH:29]=1)[C:21]([O:23][CH:24]([CH3:26])[CH3:25])=[O:22]. No catalyst specified. The product is [NH2:18][C:19](=[O:35])[CH:20]([CH2:27][C:28]1[CH:33]=[CH:32][C:31]([NH:34][C:2]2[CH:7]=[C:6]([C:8]3[CH:13]=[CH:12][CH:11]=[C:10]([Cl:14])[CH:9]=3)[N:5]=[C:4]3[CH2:15][CH2:16][CH2:17][C:3]=23)=[CH:30][CH:29]=1)[C:21]([O:23][CH:24]([CH3:25])[CH3:26])=[O:22]. The yield is 0.470. (2) The reactants are FC(F)(F)C(O)=O.C(O[N:13]([C:17]1[CH:21]=[CH:20][S:19][C:18]=1[CH2:22][CH2:23][Si:24]([CH3:27])([CH3:26])[CH3:25])C(=O)[O-])(C)(C)C. The catalyst is ClCCl. The product is [CH3:26][Si:24]([CH3:25])([CH3:27])[CH2:23][CH2:22][C:18]1[S:19][CH:20]=[CH:21][C:17]=1[NH2:13]. The yield is 0.650. (3) The reactants are [CH2:1]([C:3]1[CH:12]=[C:11]([CH3:13])[CH:10]=[CH:9][C:4]=1[C:5](OC)=[O:6])[CH3:2].[H-].[H-].[H-].[H-].[Li+].[Al+3].O.[OH-].[Na+]. The catalyst is C1COCC1. The product is [CH2:1]([C:3]1[CH:12]=[C:11]([CH3:13])[CH:10]=[CH:9][C:4]=1[CH2:5][OH:6])[CH3:2]. The yield is 0.950. (4) The reactants are C(P(C(C)(C)C)C(C)(C)C)(C)(C)C.Br[C:15]1[CH:16]=[CH:17][C:18]2[N:23]([CH:24]3[CH2:28][CH2:27][N:26]([C:29]([O:31][C:32]([CH3:35])([CH3:34])[CH3:33])=[O:30])[CH2:25]3)[CH2:22][CH2:21][S:20][C:19]=2[CH:36]=1.CCCC[N+:41](CCCC)(CCCC)CCCC.[F-]. The catalyst is C1COCC1.[Li+].C[Si]([N-][Si](C)(C)C)(C)C.C1C=CC(/C=C/C(/C=C/C2C=CC=CC=2)=O)=CC=1.C1C=CC(/C=C/C(/C=C/C2C=CC=CC=2)=O)=CC=1.C1C=CC(/C=C/C(/C=C/C2C=CC=CC=2)=O)=CC=1.[Pd].[Pd]. The product is [NH2:41][C:15]1[CH:16]=[CH:17][C:18]2[N:23]([CH:24]3[CH2:28][CH2:27][N:26]([C:29]([O:31][C:32]([CH3:35])([CH3:34])[CH3:33])=[O:30])[CH2:25]3)[CH2:22][CH2:21][S:20][C:19]=2[CH:36]=1. The yield is 0.830. (5) The reactants are [Cl:1][C:2]1[CH:31]=[CH:30][C:5]([CH2:6][O:7][C:8]2[C:9]([O:26][CH2:27][CH2:28][F:29])=[C:10]([CH:14](OC)[C:15]3[C:23]4[C:18](=[N:19][CH:20]=[CH:21][CH:22]=4)[NH:17][CH:16]=3)[CH:11]=[CH:12][CH:13]=2)=[C:4]([F:32])[CH:3]=1.C([SiH](CC)CC)C.FC(F)(F)C(O)=O. The catalyst is C(#N)C. The product is [Cl:1][C:2]1[CH:31]=[CH:30][C:5]([CH2:6][O:7][C:8]2[C:9]([O:26][CH2:27][CH2:28][F:29])=[C:10]([CH:11]=[CH:12][CH:13]=2)[CH2:14][C:15]2[C:23]3[C:18](=[N:19][CH:20]=[CH:21][CH:22]=3)[NH:17][CH:16]=2)=[C:4]([F:32])[CH:3]=1. The yield is 0.710. (6) The reactants are [Br:1][C:2]1[NH:6][CH:5]=[N:4][CH:3]=1.[H-].[Na+].Br[CH2:10][CH2:11][O:12][C:13]([C:26]1[CH:31]=[CH:30][CH:29]=[CH:28][CH:27]=1)([C:20]1[CH:25]=[CH:24][CH:23]=[CH:22][CH:21]=1)[C:14]1[CH:19]=[CH:18][CH:17]=[CH:16][CH:15]=1. The catalyst is CN(C=O)C.O. The product is [Br:1][C:2]1[N:6]=[CH:5][N:4]([CH2:10][CH2:11][O:12][C:13]([C:20]2[CH:25]=[CH:24][CH:23]=[CH:22][CH:21]=2)([C:14]2[CH:15]=[CH:16][CH:17]=[CH:18][CH:19]=2)[C:26]2[CH:31]=[CH:30][CH:29]=[CH:28][CH:27]=2)[CH:3]=1. The yield is 0.690. (7) The reactants are O[CH:2]([C:10]1[CH:15]=[C:14]([CH3:16])[CH:13]=[CH:12][N:11]=1)[C:3](=[CH2:9])[C:4]([O:6][CH2:7][CH3:8])=[O:5]. The catalyst is C(OC(=O)C)(=O)C. The product is [CH3:16][C:14]1[CH:13]=[CH:12][N:11]2[C:10]([CH:15]=1)=[CH:2][C:3]([C:4]([O:6][CH2:7][CH3:8])=[O:5])=[CH:9]2. The yield is 0.360.